This data is from Full USPTO retrosynthesis dataset with 1.9M reactions from patents (1976-2016). The task is: Predict the reactants needed to synthesize the given product. (1) Given the product [CH2:32]1[C:41]2[C:36](=[CH:37][CH:38]=[CH:39][CH:40]=2)[CH2:35][CH:34]([C:42]([OH:44])=[O:43])[NH:33]1, predict the reactants needed to synthesize it. The reactants are: C([C@@H](N[C@H](C(O)=O)C)CCC1C=CC=CC=1)(OCC)=O.C1(C)C=CC(S([O-])(=O)=O)=CC=1.[CH2:32]1[C:41]2[C:36](=[CH:37][CH:38]=[CH:39][CH:40]=2)[CH2:35][C@@H:34]([C:42]([OH:44])=[O:43])[NH:33]1. (2) The reactants are: Cl[C:2]1[CH:7]=[C:6]([Cl:8])[N:5]=[C:4]([CH3:9])[N:3]=1.[N:10]1([CH2:16][CH2:17][OH:18])[CH2:15][CH2:14][NH:13][CH2:12][CH2:11]1.C(N(CC)CC)C. Given the product [Cl:8][C:6]1[N:5]=[C:4]([CH3:9])[N:3]=[C:2]([N:13]2[CH2:14][CH2:15][N:10]([CH2:16][CH2:17][OH:18])[CH2:11][CH2:12]2)[CH:7]=1, predict the reactants needed to synthesize it. (3) Given the product [CH2:37]([C:15]1[C:7]2[C:8](=[N:9][C:10]3[C:5]([CH:6]=2)=[CH:4][C:3]([Si:2]([CH3:21])([CH3:1])[CH3:22])=[CH:12][CH:11]=3)[S:13][C:14]=1[C:16]([NH2:24])=[O:17])[CH3:43], predict the reactants needed to synthesize it. The reactants are: [CH3:1][Si:2]([CH3:22])([CH3:21])[CH:3]1[CH2:12][CH2:11][C:10]2[N:9]=[C:8]3[S:13][C:14]([C:16](OCC)=[O:17])=[CH:15][C:7]3=[CH:6][C:5]=2[CH2:4]1.C(C1C(=O)C(Cl)=C(Cl)C(=O)C=1C#N)#[N:24].[C:37]1([CH3:43])C=CC=CC=1. (4) Given the product [N+:8]([C:5]1[CH:6]=[CH:7][C:2]([NH:1][C:18]([NH:17][C:11]2[CH:16]=[CH:15][CH:14]=[CH:13][CH:12]=2)=[O:19])=[N:3][CH:4]=1)([O-:10])=[O:9], predict the reactants needed to synthesize it. The reactants are: [NH2:1][C:2]1[CH:7]=[CH:6][C:5]([N+:8]([O-:10])=[O:9])=[CH:4][N:3]=1.[C:11]1([N:17]=[C:18]=[O:19])[CH:16]=[CH:15][CH:14]=[CH:13][CH:12]=1.